From a dataset of Full USPTO retrosynthesis dataset with 1.9M reactions from patents (1976-2016). Predict the reactants needed to synthesize the given product. (1) Given the product [CH3:1][C:2]1[N:6]([CH:7]2[CH2:12][CH2:11][CH2:10][CH2:9][O:8]2)[N:5]=[C:4]([NH2:13])[CH:3]=1, predict the reactants needed to synthesize it. The reactants are: [CH3:1][C:2]1[N:6]([CH:7]2[CH2:12][CH2:11][CH2:10][CH2:9][O:8]2)[N:5]=[C:4]([NH:13]C(=O)C)[CH:3]=1.[OH-].[K+]. (2) Given the product [CH2:1]([N:3]1[C:11]2[C:10](=[O:12])[CH2:9][C:8]([CH3:13])([CH3:14])[CH2:7][C:6]=2[C:5]([C:15]([NH:33][C:32]2[N:24]=[CH:25][N:26]=[C:27]3[C:31]=2[N:30]=[CH:29][NH:28]3)=[O:17])=[N:4]1)[CH3:2], predict the reactants needed to synthesize it. The reactants are: [CH2:1]([N:3]1[C:11]2[C:10](=[O:12])[CH2:9][C:8]([CH3:14])([CH3:13])[CH2:7][C:6]=2[C:5]([C:15]([OH:17])=O)=[N:4]1)[CH3:2].C(Cl)(=O)C(Cl)=O.[N:24]1[C:32]([NH2:33])=[C:31]2[C:27]([NH:28][CH:29]=[N:30]2)=[N:26][CH:25]=1.C([O-])(O)=O.[Na+]. (3) Given the product [ClH:1].[ClH:1].[ClH:1].[ClH:1].[N:51]1[CH:52]=[CH:53][C:48]([CH2:47][N:15]([CH2:14][C:11]2[CH:10]=[CH:9][N:8]=[CH:13][CH:12]=2)[CH2:16][CH2:17][C:18]2([CH2:24][CH2:25][N:26]3[CH2:31][CH2:30][CH:29]([N:32]([C:40]4[CH:41]=[CH:42][C:43]([CH3:46])=[CH:44][CH:45]=4)[C:33]([C:35]4[O:36][CH:37]=[CH:38][CH:39]=4)=[O:34])[CH2:28][CH2:27]3)[CH2:23][CH2:22][CH2:21][CH2:20][CH2:19]2)=[CH:49][CH:50]=1, predict the reactants needed to synthesize it. The reactants are: [ClH:1].C(OCC)(=O)C.[N:8]1[CH:13]=[CH:12][C:11]([CH2:14][N:15]([CH2:47][C:48]2[CH:53]=[CH:52][N:51]=[CH:50][CH:49]=2)[CH2:16][CH2:17][C:18]2([CH2:24][CH2:25][N:26]3[CH2:31][CH2:30][CH:29]([N:32]([C:40]4[CH:45]=[CH:44][C:43]([CH3:46])=[CH:42][CH:41]=4)[C:33]([C:35]4[O:36][CH:37]=[CH:38][CH:39]=4)=[O:34])[CH2:28][CH2:27]3)[CH2:23][CH2:22][CH2:21][CH2:20][CH2:19]2)=[CH:10][CH:9]=1.C(O)C. (4) Given the product [CH:5]1([S:8][C:9]2[CH:17]=[CH:16][C:12]([C:13]([NH2:18])=[O:14])=[CH:11][CH:10]=2)[CH2:7][CH2:6]1, predict the reactants needed to synthesize it. The reactants are: S(Cl)(Cl)=O.[CH:5]1([S:8][C:9]2[CH:17]=[CH:16][C:12]([C:13](O)=[O:14])=[CH:11][CH:10]=2)[CH2:7][CH2:6]1.[NH3:18].O. (5) Given the product [CH2:1]([O:3][C:4]([C:6]1[C@@H:7]2[N:31]([C:40]([O:43][C:62]([CH3:64])([CH3:63])[CH3:61])=[O:42])[C@H:11]([CH2:12][C:13]=1[C:14]1[CH:19]=[CH:18][C:17]([CH2:20][CH2:21][CH2:22][OH:23])=[CH:16][CH:15]=1)[CH2:10][N:9]([C:33]([O:35][C:36]([CH3:39])([CH3:37])[CH3:38])=[O:34])[CH2:8]2)=[O:5])[CH3:2], predict the reactants needed to synthesize it. The reactants are: [CH2:1]([O:3][C:4]([C:6]1[C@@H:7]2[N:31](C)[C@H:11]([CH2:12][C:13]=1[C:14]1[CH:19]=[CH:18][C:17]([CH2:20][CH2:21][CH2:22][O:23][Si](C(C)(C)C)(C)C)=[CH:16][CH:15]=1)[CH2:10][N:9]([C:33]([O:35][C:36]([CH3:39])([CH3:38])[CH3:37])=[O:34])[CH2:8]2)=[O:5])[CH3:2].[C:40]([O-:43])([OH:42])=O.[Na+].ClC(OC(Cl)C)=O.CCN(C(C)C)C(C)C.[CH3:61][C:62](OC(OC(O[C:62]([CH3:64])([CH3:63])[CH3:61])=O)=O)([CH3:64])[CH3:63].